From a dataset of Reaction yield outcomes from USPTO patents with 853,638 reactions. Predict the reaction yield, written as a fraction of the theoretical maximum amount of product (1.0 means a 100% yield; for example, 0.34 means a 34% yield). (1) The reactants are [Br:1][C:2]1[CH:3]=[C:4]([C:11]([O:13][CH2:14][CH3:15])=[O:12])[C:5]2[CH:10]=[N:9][NH:8][C:6]=2[N:7]=1.C([O-])([O-])=O.[K+].[K+].Br[CH:23]([CH3:25])[CH3:24]. The catalyst is C(#N)C. The product is [Br:1][C:2]1[CH:3]=[C:4]([C:11]([O:13][CH2:14][CH3:15])=[O:12])[C:5]2[CH:10]=[N:9][N:8]([CH:23]([CH3:25])[CH3:24])[C:6]=2[N:7]=1. The yield is 0.583. (2) The reactants are [C:1]([O:5][C:6](=[O:37])[NH:7][CH:8]1[CH2:13][CH2:12][N:11]([CH2:14][CH2:15][O:16][C:17]2[CH:18]=[N:19][C:20]3[C:25]([C:26]=2[O:27]CC2C=CC=CC=2)=[N:24][C:23]([O:35][CH3:36])=[CH:22][CH:21]=3)[CH2:10][CH2:9]1)([CH3:4])([CH3:3])[CH3:2]. The catalyst is [Pd].CO. The product is [C:1]([O:5][C:6](=[O:37])[NH:7][CH:8]1[CH2:9][CH2:10][N:11]([CH2:14][CH2:15][O:16][C:17]2[CH:18]=[N:19][C:20]3[C:25]([C:26]=2[OH:27])=[N:24][C:23]([O:35][CH3:36])=[CH:22][CH:21]=3)[CH2:12][CH2:13]1)([CH3:4])([CH3:3])[CH3:2]. The yield is 0.910.